This data is from Forward reaction prediction with 1.9M reactions from USPTO patents (1976-2016). The task is: Predict the product of the given reaction. Given the reactants C(OC(=O)[O:5][C:6]1[C:17]2[C:16](=[O:18])[N:15]([CH2:19][C:20]3[CH:25]=[CH:24][C:23]([F:26])=[CH:22][CH:21]=3)[C:14](=[O:27])[C:13]=2[C:12]([O:28][CH:29]([C:36]2[CH:41]=[CH:40][CH:39]=[CH:38][CH:37]=2)[C:30]2[CH:35]=[CH:34][CH:33]=[CH:32][CH:31]=2)=[C:11]2[C:7]=1[N:8]([CH2:42][C:43]1[CH:48]=[CH:47][CH:46]=[CH:45][CH:44]=1)[CH:9]=[N:10]2)C.C([O-])([O-])=O.[K+].[K+], predict the reaction product. The product is: [CH:29]([O:28][C:12]1[C:13]2[C:14](=[O:27])[N:15]([CH2:19][C:20]3[CH:21]=[CH:22][C:23]([F:26])=[CH:24][CH:25]=3)[C:16](=[O:18])[C:17]=2[C:6]([OH:5])=[C:7]2[C:11]=1[N:10]=[CH:9][N:8]2[CH2:42][C:43]1[CH:48]=[CH:47][CH:46]=[CH:45][CH:44]=1)([C:36]1[CH:37]=[CH:38][CH:39]=[CH:40][CH:41]=1)[C:30]1[CH:35]=[CH:34][CH:33]=[CH:32][CH:31]=1.